From a dataset of Forward reaction prediction with 1.9M reactions from USPTO patents (1976-2016). Predict the product of the given reaction. The product is: [CH3:1][O:2][CH2:3][C:4]1[CH:11]=[CH:10][C:7]([CH:8]([C:17]2[CH:18]=[CH:19][C:14]([O:13][CH3:12])=[CH:15][CH:16]=2)[NH2:9])=[CH:6][CH:5]=1. Given the reactants [CH3:1][O:2][CH2:3][C:4]1[CH:11]=[CH:10][C:7]([C:8]#[N:9])=[CH:6][CH:5]=1.[CH3:12][O:13][C:14]1[CH:19]=[CH:18][C:17]([Mg]Br)=[CH:16][CH:15]=1.[BH4-].[Na+].Cl, predict the reaction product.